This data is from Blood-brain barrier permeability classification from the B3DB database. The task is: Regression/Classification. Given a drug SMILES string, predict its absorption, distribution, metabolism, or excretion properties. Task type varies by dataset: regression for continuous measurements (e.g., permeability, clearance, half-life) or binary classification for categorical outcomes (e.g., BBB penetration, CYP inhibition). Dataset: b3db_classification. The molecule is CN(C)CCC=C1c2ccccc2COc2ccccc21. The result is 1 (penetrates BBB).